Dataset: NCI-60 drug combinations with 297,098 pairs across 59 cell lines. Task: Regression. Given two drug SMILES strings and cell line genomic features, predict the synergy score measuring deviation from expected non-interaction effect. (1) Drug 1: CC1=C2C(C(=O)C3(C(CC4C(C3C(C(C2(C)C)(CC1OC(=O)C(C(C5=CC=CC=C5)NC(=O)OC(C)(C)C)O)O)OC(=O)C6=CC=CC=C6)(CO4)OC(=O)C)OC)C)OC. Drug 2: CC12CCC3C(C1CCC2O)C(CC4=C3C=CC(=C4)O)CCCCCCCCCS(=O)CCCC(C(F)(F)F)(F)F. Cell line: EKVX. Synergy scores: CSS=51.1, Synergy_ZIP=6.18, Synergy_Bliss=5.33, Synergy_Loewe=-31.9, Synergy_HSA=6.63. (2) Drug 1: CCN(CC)CCNC(=O)C1=C(NC(=C1C)C=C2C3=C(C=CC(=C3)F)NC2=O)C. Drug 2: N.N.Cl[Pt+2]Cl. Cell line: MALME-3M. Synergy scores: CSS=40.2, Synergy_ZIP=-1.91, Synergy_Bliss=-0.637, Synergy_Loewe=0.379, Synergy_HSA=1.56. (3) Drug 1: CC1CCC2CC(C(=CC=CC=CC(CC(C(=O)C(C(C(=CC(C(=O)CC(OC(=O)C3CCCCN3C(=O)C(=O)C1(O2)O)C(C)CC4CCC(C(C4)OC)O)C)C)O)OC)C)C)C)OC. Drug 2: CCC1(C2=C(COC1=O)C(=O)N3CC4=CC5=C(C=CC(=C5CN(C)C)O)N=C4C3=C2)O.Cl. Cell line: A549. Synergy scores: CSS=52.9, Synergy_ZIP=0.714, Synergy_Bliss=5.43, Synergy_Loewe=4.84, Synergy_HSA=8.83. (4) Drug 1: CC12CCC(CC1=CCC3C2CCC4(C3CC=C4C5=CN=CC=C5)C)O. Synergy scores: CSS=30.9, Synergy_ZIP=1.69, Synergy_Bliss=3.15, Synergy_Loewe=-24.9, Synergy_HSA=2.75. Cell line: EKVX. Drug 2: CC1CCC2CC(C(=CC=CC=CC(CC(C(=O)C(C(C(=CC(C(=O)CC(OC(=O)C3CCCCN3C(=O)C(=O)C1(O2)O)C(C)CC4CCC(C(C4)OC)O)C)C)O)OC)C)C)C)OC. (5) Drug 1: C1CCC(C1)C(CC#N)N2C=C(C=N2)C3=C4C=CNC4=NC=N3. Drug 2: CC1=C(N=C(N=C1N)C(CC(=O)N)NCC(C(=O)N)N)C(=O)NC(C(C2=CN=CN2)OC3C(C(C(C(O3)CO)O)O)OC4C(C(C(C(O4)CO)O)OC(=O)N)O)C(=O)NC(C)C(C(C)C(=O)NC(C(C)O)C(=O)NCCC5=NC(=CS5)C6=NC(=CS6)C(=O)NCCC[S+](C)C)O. Cell line: HOP-62. Synergy scores: CSS=-5.94, Synergy_ZIP=-14.8, Synergy_Bliss=-33.3, Synergy_Loewe=-61.0, Synergy_HSA=-34.2. (6) Drug 1: COC1=CC(=CC(=C1O)OC)C2C3C(COC3=O)C(C4=CC5=C(C=C24)OCO5)OC6C(C(C7C(O6)COC(O7)C8=CC=CS8)O)O. Drug 2: CCC1(CC2CC(C3=C(CCN(C2)C1)C4=CC=CC=C4N3)(C5=C(C=C6C(=C5)C78CCN9C7C(C=CC9)(C(C(C8N6C=O)(C(=O)OC)O)OC(=O)C)CC)OC)C(=O)OC)O.OS(=O)(=O)O. Cell line: PC-3. Synergy scores: CSS=20.2, Synergy_ZIP=-6.26, Synergy_Bliss=0.877, Synergy_Loewe=2.35, Synergy_HSA=2.24.